Dataset: Full USPTO retrosynthesis dataset with 1.9M reactions from patents (1976-2016). Task: Predict the reactants needed to synthesize the given product. Given the product [CH3:1][CH:2]1[CH2:11][C:10]2[N:9]=[C:8]([CH3:12])[C:7]3[NH:13][C:14]4[CH:15]=[CH:16][CH:17]=[CH:18][C:19]=4[C:6]=3[C:5]=2[C:4](=[N:28][OH:29])[CH2:3]1, predict the reactants needed to synthesize it. The reactants are: [CH3:1][CH:2]1[CH2:11][C:10]2[N:9]=[C:8]([CH3:12])[C:7]3[NH:13][C:14]4[CH:15]=[CH:16][CH:17]=[CH:18][C:19]=4[C:6]=3[C:5]=2[C:4](=O)[CH2:3]1.N1C=CC=CC=1.Cl.[NH2:28][OH:29].